The task is: Predict the product of the given reaction.. This data is from Forward reaction prediction with 1.9M reactions from USPTO patents (1976-2016). (1) Given the reactants [I:1][C:2]1[CH:3]=[C:4]([OH:9])[CH:5]=[C:6]([OH:8])[CH:7]=1.Br[CH:11]([CH3:13])[CH3:12].C(=O)([O-])[O-].[K+].[K+].CN(C=O)C, predict the reaction product. The product is: [I:1][C:2]1[CH:7]=[C:6]([OH:8])[CH:5]=[C:4]([O:9][CH:11]([CH3:13])[CH3:12])[CH:3]=1. (2) The product is: [CH3:35][C@@H:16]1[CH2:15][N:14]([C:7]2[C:8]3[C:13]4[C:4]([CH2:3][C:2](=[O:1])[C:12]=4[CH:11]=[CH:10][CH:9]=3)=[CH:5][CH:6]=2)[CH2:19][CH2:18][N:17]1[CH2:20][CH2:21][C@H:22]1[C:27]2[CH:28]=[CH:29][C:30]([C:32]([NH2:34])=[O:33])=[CH:31][C:26]=2[CH2:25][CH2:24][O:23]1. Given the reactants [OH:1][CH:2]1[C:12]2=[C:13]3[C:8](=[CH:9][CH:10]=[CH:11]2)[C:7]([N:14]2[CH2:19][CH2:18][N:17]([CH2:20][CH2:21][C@H:22]4[C:27]5[CH:28]=[CH:29][C:30]([C:32]([NH2:34])=[O:33])=[CH:31][C:26]=5[CH2:25][CH2:24][O:23]4)[C@H:16]([CH3:35])[CH2:15]2)=[CH:6][CH:5]=[C:4]3[CH2:3]1.[Cr](O[Cr]([O-])(=O)=O)([O-])(=O)=O.[NH+]1C=CC=CC=1.[NH+]1C=CC=CC=1, predict the reaction product. (3) Given the reactants Cl.[NH2:2][C:3]1[C:4]([C:13]([NH:15][CH:16]([CH:20]2[CH2:25][CH2:24][O:23][CH2:22][CH2:21]2)[C:17]([OH:19])=[O:18])=[O:14])=[CH:5][C:6]2[C:11]([CH:12]=1)=[CH:10][CH:9]=[CH:8][CH:7]=2.[Cl:26][C:27]1[CH:32]=[C:31]([O:33][C:34]([F:37])([F:36])[F:35])[CH:30]=[C:29]([Cl:38])[C:28]=1[N:39]=[C:40]=[O:41].[CH3:42]CCCCC.C(OCC)(=O)C, predict the reaction product. The product is: [Cl:26][C:27]1[CH:32]=[C:31]([O:33][C:34]([F:35])([F:37])[F:36])[CH:30]=[C:29]([Cl:38])[C:28]=1[NH:39][C:40]([NH:2][C:3]1[C:4]([C:13]([NH:15][CH:16]([CH:20]2[CH2:25][CH2:24][O:23][CH2:22][CH2:21]2)[C:17]([O:19][CH3:42])=[O:18])=[O:14])=[CH:5][C:6]2[C:11]([CH:12]=1)=[CH:10][CH:9]=[CH:8][CH:7]=2)=[O:41]. (4) Given the reactants [C:1]([NH:4][C:5]1[CH:10]=[CH:9][C:8]([S:11](Cl)(=[O:13])=[O:12])=[CH:7][CH:6]=1)(=[O:3])[CH3:2].[NH2:15][C:16]1[CH:21]=[CH:20][C:19]([NH2:22])=[CH:18][C:17]=1[NH:23][C:24](=[O:29])[C:25]([CH3:28])([CH3:27])[CH3:26].N1C=CC=CC=1, predict the reaction product. The product is: [C:1]([NH:4][C:5]1[CH:10]=[CH:9][C:8]([S:11]([NH:22][C:19]2[CH:20]=[CH:21][C:16]([NH2:15])=[C:17]([NH:23][C:24](=[O:29])[C:25]([CH3:26])([CH3:27])[CH3:28])[CH:18]=2)(=[O:13])=[O:12])=[CH:7][CH:6]=1)(=[O:3])[CH3:2]. (5) Given the reactants [F:1][C:2]1[C:3]([C:25]2[O:29][N:28]=[C:27]([CH3:30])[N:26]=2)=[C:4]([C:8]([N:10]2[CH2:14][CH:13]3[CH2:15][N:16](C(OC(C)(C)C)=O)[CH2:17][CH:12]3[CH2:11]2)=[O:9])[CH:5]=[CH:6][CH:7]=1.C(O)(C(F)(F)F)=O, predict the reaction product. The product is: [F:1][C:2]1[C:3]([C:25]2[O:29][N:28]=[C:27]([CH3:30])[N:26]=2)=[C:4]([C:8]([N:10]2[CH2:14][CH:13]3[CH:12]([CH2:17][NH:16][CH2:15]3)[CH2:11]2)=[O:9])[CH:5]=[CH:6][CH:7]=1. (6) Given the reactants [CH2:1]([C@@H:5]1[CH2:10][CH2:9][C@H:8]([O:11][C:12]2[CH:13]=[C:14]3[C:19](=[CH:20][CH:21]=2)[CH:18]=[C:17]([C@:22]2([CH3:28])[CH2:26][O:25][C:24](=[O:27])[NH:23]2)[CH:16]=[CH:15]3)[CH2:7][CH2:6]1)[CH2:2][CH2:3][CH3:4].[I:29]N1C(=O)CCC1=O.C(Cl)Cl, predict the reaction product. The product is: [I:29][C:13]1[C:12]([O:11][C@H:8]2[CH2:7][CH2:6][C@@H:5]([CH2:1][CH2:2][CH2:3][CH3:4])[CH2:10][CH2:9]2)=[CH:21][CH:20]=[C:19]2[C:14]=1[CH:15]=[CH:16][C:17]([C@:22]1([CH3:28])[CH2:26][O:25][C:24](=[O:27])[NH:23]1)=[CH:18]2. (7) Given the reactants [C:1]([N:4]1[C:12]2[C:7](=[CH:8][CH:9]=[CH:10][CH:11]=2)[CH2:6][CH:5]1[C:13]#[N:14])(=[O:3])[CH3:2].[OH2:15].C([O-])([O-])=O.[Na+].[Na+].[NH2:22]O.Cl, predict the reaction product. The product is: [C:1]([N:4]1[C:12]2[C:7](=[CH:8][CH:9]=[CH:10][CH:11]=2)[CH2:6][CH:5]1[C:13](=[NH:22])[NH:14][OH:15])(=[O:3])[CH3:2]. (8) Given the reactants Cl.[F:2][C:3]([F:25])([F:24])[O:4][C:5]1[CH:10]=[CH:9][C:8]([N:11]2[CH:15]=[N:14][C:13]([C:16]3[CH:21]=[CH:20][C:19]([CH2:22][NH2:23])=[CH:18][CH:17]=3)=[N:12]2)=[CH:7][CH:6]=1.C(N(CC)CC)C.[CH:33]([C:36]1[CH:41]=[CH:40][CH:39]=[CH:38][C:37]=1[N:42]=[C:43]=[S:44])([CH3:35])[CH3:34], predict the reaction product. The product is: [CH:33]([C:36]1[CH:41]=[CH:40][CH:39]=[CH:38][C:37]=1[NH:42][C:43]([NH:23][CH2:22][C:19]1[CH:20]=[CH:21][C:16]([C:13]2[N:14]=[CH:15][N:11]([C:8]3[CH:7]=[CH:6][C:5]([O:4][C:3]([F:2])([F:24])[F:25])=[CH:10][CH:9]=3)[N:12]=2)=[CH:17][CH:18]=1)=[S:44])([CH3:35])[CH3:34]. (9) Given the reactants [CH2:1]([NH:6][C:7]([C@:9]([NH:19][C:20](=[O:37])[O:21]CCN1CCN(C(OC(C)(C)C)=O)CC1)([CH3:18])[CH2:10][C:11]1[CH:16]=[CH:15][C:14]([OH:17])=[CH:13][CH:12]=1)=[O:8])[CH2:2][CH:3]([CH3:5])[CH3:4].[C:38]1(SC)[CH:43]=CC=CC=1.[C:46](O)([C:48](F)(F)F)=O.C(Cl)[Cl:54], predict the reaction product. The product is: [ClH:54].[ClH:54].[N:6]1([CH2:43][CH2:38][N:19]([C@:9]([CH2:10][C:11]2[CH:12]=[CH:13][C:14]([OH:17])=[CH:15][CH:16]=2)([CH3:18])[C:7]([NH:6][CH2:1][CH2:2][CH:3]([CH3:4])[CH3:5])=[O:8])[C:20](=[O:37])[OH:21])[CH2:48][CH2:46][NH:19][CH2:9][CH2:7]1. (10) Given the reactants [Cl:1][CH2:2][CH2:3][CH2:4][CH2:5][O:6][C:7]1[CH:12]=[CH:11][C:10]([NH2:13])=[C:9]([CH2:14][S:15]([C:18]2[C:27]3[C:22](=[CH:23][CH:24]=[CH:25][CH:26]=3)[CH:21]=[CH:20][CH:19]=2)(=[O:17])=[O:16])[CH:8]=1.Cl.[N:29]([O-])=O.[Na+].C(=O)(O)[O-].[Na+], predict the reaction product. The product is: [Cl:1][CH2:2][CH2:3][CH2:4][CH2:5][O:6][C:7]1[CH:8]=[C:9]2[C:10](=[CH:11][CH:12]=1)[NH:13][N:29]=[C:14]2[S:15]([C:18]1[C:27]2[C:22](=[CH:23][CH:24]=[CH:25][CH:26]=2)[CH:21]=[CH:20][CH:19]=1)(=[O:17])=[O:16].